This data is from hERG Central: cardiac toxicity at 1µM, 10µM, and general inhibition. The task is: Predict hERG channel inhibition at various concentrations. (1) The molecule is Cc1c(Cl)ccc2c(C(=O)NC(C)c3ccncc3)cc(-c3ccncc3)nc12. Results: hERG_inhib (hERG inhibition (general)): blocker. (2) The compound is COc1ccc(CNC(=O)c2cccc(NC(=O)c3ccccc3)c2)cc1. Results: hERG_inhib (hERG inhibition (general)): blocker. (3) The molecule is Nc1c2c(nc3ccccc13)CSCC2. Results: hERG_inhib (hERG inhibition (general)): blocker. (4) The drug is CCOS(=O)(=O)[O-].CC[n+]1c(/C=C/Nc2ccccc2)oc2ccc(OC)cc21. Results: hERG_inhib (hERG inhibition (general)): blocker.